Task: Regression/Classification. Given a drug SMILES string, predict its absorption, distribution, metabolism, or excretion properties. Task type varies by dataset: regression for continuous measurements (e.g., permeability, clearance, half-life) or binary classification for categorical outcomes (e.g., BBB penetration, CYP inhibition). Dataset: cyp2d6_veith.. Dataset: CYP2D6 inhibition data for predicting drug metabolism from PubChem BioAssay (1) The drug is Cc1cc(=O)[nH]c(SCC(=O)Nc2ccc(S(=O)(=O)N3CCOCC3)cc2)n1. The result is 0 (non-inhibitor). (2) The result is 0 (non-inhibitor). The molecule is CSc1nnc(-c2cc3c(-c4ccccc4)nn(C)c3s2)n1C. (3) The compound is Cc1ccc(C(=O)COC(=O)c2ccc3c(c2)C(=O)N(c2cccc4ncccc24)C3=O)cc1C. The result is 0 (non-inhibitor). (4) The molecule is COc1ccc2c(c1)N(CC[C@H]1CCCCN1C)c1ccccc1S2. The result is 1 (inhibitor). (5) The drug is CCOC(=O)CC(=O)CSc1nc(-c2ccccc2)cc(-c2ccc(Cl)cc2)c1C#N. The result is 0 (non-inhibitor). (6) The drug is CCOc1ccc(C(F)(F)F)cc1NC(C)=O. The result is 0 (non-inhibitor). (7) The drug is Cc1nc(S(=O)(=O)NC2CCCCC2)c(C#N)c(C)c1Cl. The result is 0 (non-inhibitor). (8) The compound is CN=C1S/C(=C\c2ccc(Sc3ccc(Cl)cc3)o2)C(=O)N1C. The result is 0 (non-inhibitor).